This data is from Peptide-MHC class I binding affinity with 185,985 pairs from IEDB/IMGT. The task is: Regression. Given a peptide amino acid sequence and an MHC pseudo amino acid sequence, predict their binding affinity value. This is MHC class I binding data. (1) The peptide sequence is WVPLTNNYM. The MHC is Mamu-A01 with pseudo-sequence Mamu-A01. The binding affinity (normalized) is 0.488. (2) The peptide sequence is KFVFPLNSK. The MHC is HLA-A33:01 with pseudo-sequence HLA-A33:01. The binding affinity (normalized) is 0. (3) The peptide sequence is KVIEVRGYT. The MHC is HLA-B07:02 with pseudo-sequence HLA-B07:02. The binding affinity (normalized) is 0.0720. (4) The peptide sequence is HHIWQNLL. The MHC is HLA-A01:01 with pseudo-sequence HLA-A01:01. The binding affinity (normalized) is 0.0898. (5) The MHC is HLA-A02:01 with pseudo-sequence HLA-A02:01. The binding affinity (normalized) is 0.364. The peptide sequence is ELPDGQVITI. (6) The peptide sequence is KTAPQLNVF. The MHC is HLA-B58:01 with pseudo-sequence HLA-B58:01. The binding affinity (normalized) is 0.720.